From a dataset of Reaction yield outcomes from USPTO patents with 853,638 reactions. Predict the reaction yield, written as a fraction of the theoretical maximum amount of product (1.0 means a 100% yield; for example, 0.34 means a 34% yield). (1) The reactants are [N:1]1([C:7]([O:9][C:10]([CH3:13])([CH3:12])[CH3:11])=[O:8])[CH2:6][CH2:5][NH:4][CH2:3][CH2:2]1.F[C:15]1[CH:25]=[CH:24][C:18]([C:19]([O:21][CH2:22][CH3:23])=[O:20])=[CH:17][CH:16]=1.C([O-])([O-])=O.[K+].[K+]. The catalyst is CN(C=O)C.CCOC(C)=O. The product is [C:10]([O:9][C:7]([N:1]1[CH2:6][CH2:5][N:4]([C:15]2[CH:25]=[CH:24][C:18]([C:19]([O:21][CH2:22][CH3:23])=[O:20])=[CH:17][CH:16]=2)[CH2:3][CH2:2]1)=[O:8])([CH3:13])([CH3:12])[CH3:11]. The yield is 0.140. (2) The reactants are [Br:1][C:2]1[N:7]=[CH:6][C:5]([CH:8]=[O:9])=[CH:4][CH:3]=1.[CH2:10](O)[CH2:11][OH:12].O.C1(C)C=CC(S(O)(=O)=O)=CC=1.C(=O)([O-])O.[Na+]. The catalyst is O.C1(C)C=CC=CC=1. The product is [Br:1][C:2]1[CH:3]=[CH:4][C:5]([CH:8]2[O:12][CH2:11][CH2:10][O:9]2)=[CH:6][N:7]=1. The yield is 0.970. (3) The reactants are C(O[C:4](=O)[C:5]([C:8]1[CH:13]=[CH:12][C:11]([CH2:14][CH2:15]O)=[CH:10][CH:9]=1)([CH3:7])[CH3:6])C.[NH2:18][C:19]([CH3:23])([CH3:22])[CH2:20][OH:21].CC(C)([O-])C.[K+].S(Cl)([Cl:32])=O.[OH-].[Na+]. The catalyst is C(#N)C.ClCCl. The product is [Cl:32][CH2:15][CH2:14][C:11]1[CH:12]=[CH:13][C:8]([C:5]([C:7]2[O:21][CH2:20][C:19]([CH3:23])([CH3:22])[N:18]=2)([CH3:6])[CH3:4])=[CH:9][CH:10]=1. The yield is 0.800. (4) The reactants are O[C:2]1[CH:3]=[N:4][CH:5]=[CH:6][C:7]=1[NH:8][C:9](=[O:19])[C:10]1[CH:15]=[CH:14][C:13]([N+:16]([O-:18])=[O:17])=[CH:12][CH:11]=1.[OH-].[Na+]. The catalyst is O. The product is [N+:16]([C:13]1[CH:12]=[CH:11][C:10]([C:9]2[O:19][C:2]3[CH:3]=[N:4][CH:5]=[CH:6][C:7]=3[N:8]=2)=[CH:15][CH:14]=1)([O-:18])=[O:17]. The yield is 0.730. (5) The reactants are [O:1]1CCC[CH2:2]1.Br[C:7]1[CH:21]=[CH:20][C:10]([CH2:11][O:12][C:13]2[CH:18]=[CH:17][C:16]([CH3:19])=[CH:15][N:14]=2)=[CH:9][CH:8]=1.C([Li])CCC.CN(C)C=O. The catalyst is O. The product is [CH3:19][C:16]1[CH:17]=[CH:18][C:13]([O:12][CH2:11][C:10]2[CH:20]=[CH:21][C:7]([CH:2]=[O:1])=[CH:8][CH:9]=2)=[N:14][CH:15]=1. The yield is 0.665. (6) The reactants are [F:1][C:2]([F:16])([F:15])[C:3]([F:14])([F:13])[C:4]([F:12])([F:11])[C:5]([F:10])([F:9])[CH2:6][CH2:7]I.[Li]C(C)(C)C.Cl[SiH:23]([CH:27]([CH3:29])[CH3:28])[CH:24]([CH3:26])[CH3:25].O. The catalyst is CCOCC. The product is [CH:24]([SiH:23]([CH:27]([CH3:29])[CH3:28])[CH2:7][CH2:6][C:5]([F:10])([F:9])[C:4]([F:12])([F:11])[C:3]([F:14])([F:13])[C:2]([F:16])([F:15])[F:1])([CH3:26])[CH3:25]. The yield is 0.830.